This data is from Forward reaction prediction with 1.9M reactions from USPTO patents (1976-2016). The task is: Predict the product of the given reaction. Given the reactants [Br:1][C:2]1[CH:7]=[CH:6][C:5]([C:8]2[C:34](=[O:35])[N:33]([CH3:36])[C:11]3[N:12]([CH3:32])[C:13]4[C:18]([C:10]=3[CH:9]=2)=[CH:17][C:16]([C:19](=O)[CH2:20][C:21](=O)[CH2:22][O:23][CH:24]2[CH2:29][CH2:28][CH2:27][CH2:26][O:25]2)=[CH:15][CH:14]=4)=[CH:4][CH:3]=1.O.[NH2:38][NH2:39], predict the reaction product. The product is: [Br:1][C:2]1[CH:3]=[CH:4][C:5]([C:8]2[C:34](=[O:35])[N:33]([CH3:36])[C:11]3[N:12]([CH3:32])[C:13]4[C:18]([C:10]=3[CH:9]=2)=[CH:17][C:16]([C:19]2[NH:38][N:39]=[C:21]([CH2:22][O:23][CH:24]3[CH2:29][CH2:28][CH2:27][CH2:26][O:25]3)[CH:20]=2)=[CH:15][CH:14]=4)=[CH:6][CH:7]=1.